Task: Predict which catalyst facilitates the given reaction.. Dataset: Catalyst prediction with 721,799 reactions and 888 catalyst types from USPTO (1) Reactant: [OH:1][C:2]1[CH:10]=[CH:9][C:8]2[NH:7][C:6]3[CH:11]([CH2:14][C:15]([O:17][CH2:18][CH3:19])=[O:16])[CH2:12][CH2:13][C:5]=3[C:4]=2[CH:3]=1.Cl[CH2:21][C:22]1[CH:23]=[CH:24][C:25]([CH:30]2[CH2:35][CH2:34][CH2:33][CH2:32][CH2:31]2)=[C:26]([CH:29]=1)[C:27]#[N:28].C(=O)([O-])[O-].[Cs+].[Cs+]. Product: [C:27]([C:26]1[CH:29]=[C:22]([CH:23]=[CH:24][C:25]=1[CH:30]1[CH2:35][CH2:34][CH2:33][CH2:32][CH2:31]1)[CH2:21][O:1][C:2]1[CH:10]=[CH:9][C:8]2[NH:7][C:6]3[CH:11]([CH2:14][C:15]([O:17][CH2:18][CH3:19])=[O:16])[CH2:12][CH2:13][C:5]=3[C:4]=2[CH:3]=1)#[N:28]. The catalyst class is: 42. (2) Reactant: [Br:1]Br.[NH:3]1[C:11]2[C:6](=[CH:7][CH:8]=[CH:9][CH:10]=2)[C:5]2([CH2:13][CH2:12]2)[C:4]1=[O:14].C(O)(=O)C.C([O-])(=O)C.[Na+]. Product: [Br:1][C:8]1[CH:7]=[C:6]2[C:11](=[CH:10][CH:9]=1)[NH:3][C:4](=[O:14])[C:5]12[CH2:12][CH2:13]1. The catalyst class is: 4. (3) Reactant: I[C:2]1[CH:3]=[C:4]([C:20]([O:22][CH2:23][CH3:24])=[O:21])[C:5](=[O:19])[N:6]([C:9]2[CH:14]=[CH:13][CH:12]=[C:11]([C:15]([F:18])([F:17])[F:16])[CH:10]=2)[C:7]=1[CH3:8].[C:25]1([Sn](CCCC)(CCCC)CCCC)[CH:30]=[CH:29][CH:28]=[CH:27][CH:26]=1.C1(C)C=CC=CC=1. Product: [CH3:8][C:7]1[N:6]([C:9]2[CH:14]=[CH:13][CH:12]=[C:11]([C:15]([F:18])([F:17])[F:16])[CH:10]=2)[C:5](=[O:19])[C:4]([C:20]([O:22][CH2:23][CH3:24])=[O:21])=[CH:3][C:2]=1[C:25]1[CH:30]=[CH:29][CH:28]=[CH:27][CH:26]=1. The catalyst class is: 276. (4) Reactant: [OH:1][CH2:2][CH2:3][O:4][C:5]1[CH:13]=[CH:12][C:8]([C:9]([OH:11])=O)=[CH:7][CH:6]=1.[NH:14]1[CH2:18][CH2:17][CH2:16][C@H:15]1[CH2:19][N:20]1[CH2:24][CH2:23][CH2:22][CH2:21]1.C(N(CC)CC)C.F[P-](F)(F)(F)(F)F.N1(O[P+](N2CCCC2)(N2CCCC2)N2CCCC2)C2C=CC=CC=2N=N1. Product: [OH:1][CH2:2][CH2:3][O:4][C:5]1[CH:6]=[CH:7][C:8]([C:9]([N:14]2[CH2:18][CH2:17][CH2:16][C@H:15]2[CH2:19][N:20]2[CH2:24][CH2:23][CH2:22][CH2:21]2)=[O:11])=[CH:12][CH:13]=1. The catalyst class is: 4. (5) Reactant: [Br:1][CH2:2][C:3]1[CH:8]=[CH:7][CH:6]=[C:5]([Cl:9])[CH:4]=1.[C:10]1([P:16]([C:23]2[CH:28]=[CH:27][CH:26]=[CH:25][CH:24]=2)[C:17]2[CH:22]=[CH:21][CH:20]=[CH:19][CH:18]=2)[CH:15]=[CH:14][CH:13]=[CH:12][CH:11]=1. Product: [Br-:1].[Cl:9][C:5]1[CH:4]=[C:3]([CH:8]=[CH:7][CH:6]=1)[CH2:2][P+:16]([C:17]1[CH:18]=[CH:19][CH:20]=[CH:21][CH:22]=1)([C:23]1[CH:28]=[CH:27][CH:26]=[CH:25][CH:24]=1)[C:10]1[CH:11]=[CH:12][CH:13]=[CH:14][CH:15]=1. The catalyst class is: 11. (6) Reactant: [CH3:1][O:2][C:3]([CH:5]1[CH2:14][C:13]2[C:8](=[CH:9][C:10]([N+:15]([O-:17])=[O:16])=[CH:11][CH:12]=2)[CH2:7][NH:6]1)=[O:4].C(C1C(=O)C(Cl)=C(Cl)C(=O)C=1C#N)#N. Product: [CH3:1][O:2][C:3]([C:5]1[N:6]=[CH:7][C:8]2[C:13]([CH:14]=1)=[CH:12][CH:11]=[C:10]([N+:15]([O-:17])=[O:16])[CH:9]=2)=[O:4]. The catalyst class is: 12. (7) Reactant: [OH:1][CH2:2][C@@H:3]([N:6]([CH2:14][C:15]([N:17]([O:19][CH3:20])[CH3:18])=[O:16])[C:7](=[O:13])[O:8][C:9]([CH3:12])([CH3:11])[CH3:10])[CH:4]=[CH2:5].S(OC)(O[CH3:25])(=O)=O.[Li+].C[Si]([N-][Si](C)(C)C)(C)C. Product: [CH3:20][O:19][N:17]([CH3:18])[C:15](=[O:16])[CH2:14][N:6]([C@@H:3]([CH:4]=[CH2:5])[CH2:2][O:1][CH3:25])[C:7](=[O:13])[O:8][C:9]([CH3:10])([CH3:11])[CH3:12]. The catalyst class is: 1. (8) Reactant: S(OOS([O-])(=O)=O)([O-])(=O)=O.[NH4+].[NH4+].[C:13](#[N:20])[C:14]1[CH:19]=[CH:18][N:17]=[CH:16][CH:15]=1.S(=O)(=O)(O)O.[OH-:26].[NH4+].[CH3:28]O. Product: [OH:26][CH2:28][C:16]1[CH:15]=[C:14]([CH:19]=[CH:18][N:17]=1)[C:13]#[N:20]. The catalyst class is: 146.